The task is: Predict the product of the given reaction.. This data is from Forward reaction prediction with 1.9M reactions from USPTO patents (1976-2016). (1) Given the reactants [CH3:1][N:2]1[C:6]([O:7][CH2:8][C:9]([F:12])([F:11])[F:10])=[C:5]([CH2:13]O)[C:4]([CH3:15])=[N:3]1.NC(N)=S.Cl.C(=O)([O-])[O-].[K+].[K+].[F:27][CH:28]1[C:32]([CH3:34])([CH3:33])[O:31][N:30]=[C:29]1[S:35](C)(=O)=O, predict the reaction product. The product is: [CH3:1][N:2]1[C:6]([O:7][CH2:8][C:9]([F:12])([F:11])[F:10])=[C:5]([CH2:13][S:35][C:29]2[CH:28]([F:27])[C:32]([CH3:34])([CH3:33])[O:31][N:30]=2)[C:4]([CH3:15])=[N:3]1. (2) The product is: [CH:1]1([C@@H:7]([NH:9][C:10]([C:12]2[C:21]3[C:16](=[CH:17][CH:18]=[CH:19][CH:20]=3)[N:15]=[C:14]([C:22]3[S:23][CH:24]=[CH:25][CH:26]=3)[C:13]=2[CH2:27][N:28]2[CH2:33][CH2:32][N:31]([CH2:34][C:35](=[O:37])[N:40]([CH3:41])[CH3:39])[C:30](=[O:38])[CH2:29]2)=[O:11])[CH3:8])[CH2:6][CH2:5][CH2:4][CH2:3][CH2:2]1. Given the reactants [CH:1]1([C@@H:7]([NH:9][C:10]([C:12]2[C:21]3[C:16](=[CH:17][CH:18]=[CH:19][CH:20]=3)[N:15]=[C:14]([C:22]3[S:23][CH:24]=[CH:25][CH:26]=3)[C:13]=2[CH2:27][N:28]2[CH2:33][CH2:32][N:31]([CH2:34][C:35]([OH:37])=O)[C:30](=[O:38])[CH2:29]2)=[O:11])[CH3:8])[CH2:6][CH2:5][CH2:4][CH2:3][CH2:2]1.[CH3:39][NH:40][CH3:41].CN(C(ON1N=NC2C=CC=CC1=2)=[N+](C)C)C.F[P-](F)(F)(F)(F)F.CN1CCOCC1, predict the reaction product. (3) Given the reactants C([N:8]1[CH:13]=[C:12]([O:14][CH:15]([CH:17]2[CH2:21][CH2:20][CH2:19][NH:18]2)[CH3:16])[CH:11]=[CH:10][CH:9]1[Cl:22])(OC(C)(C)C)=O, predict the reaction product. The product is: [Cl:22][C:9]1[CH:10]=[CH:11][C:12]([O:14][CH:15]([CH:17]2[CH2:21][CH2:20][CH2:19][NH:18]2)[CH3:16])=[CH:13][N:8]=1. (4) Given the reactants CO[C:3]([C:5]1[C:6]([OH:24])=[C:7]2[C:12](=[C:13]([CH3:15])[N:14]=1)[N:11]([CH2:16][C:17]1[CH:22]=[CH:21][CH:20]=[CH:19][CH:18]=1)[C:10](=[O:23])[CH2:9][CH2:8]2)=[O:4].[NH2:25][CH2:26][C:27]([OH:29])=[O:28].C[O-].[Na+], predict the reaction product. The product is: [CH2:16]([N:11]1[C:12]2[C:7](=[C:6]([OH:24])[C:5]([C:3]([NH:25][CH2:26][C:27]([OH:29])=[O:28])=[O:4])=[N:14][C:13]=2[CH3:15])[CH2:8][CH2:9][C:10]1=[O:23])[C:17]1[CH:18]=[CH:19][CH:20]=[CH:21][CH:22]=1. (5) Given the reactants Br[C:2]1[CH:3]=[C:4]2[C:8](=[CH:9][CH:10]=1)[N:7]([CH3:11])[C:6]1[C:12]([CH2:16][CH3:17])=[N:13][CH:14]=[CH:15][C:5]2=1.[NH2:18][C:19]([C:21]1[CH:22]=[C:23](B(O)O)[CH:24]=[CH:25][CH:26]=1)=[O:20].P([O-])([O-])([O-])=O.[K+].[K+].[K+], predict the reaction product. The product is: [CH2:16]([C:12]1[C:6]2[N:7]([CH3:11])[C:8]3[C:4]([C:5]=2[CH:15]=[CH:14][N:13]=1)=[CH:3][C:2]([C:25]1[CH:26]=[C:21]([CH:22]=[CH:23][CH:24]=1)[C:19]([NH2:18])=[O:20])=[CH:10][CH:9]=3)[CH3:17]. (6) Given the reactants [CH2:1]([O:8][C:9]1[C:14](=[O:15])[N:13]2[CH:16]=[CH:17][N:18]([CH3:19])[C:12]2=[N:11][C:10]=1[C:20](O)=[O:21])[C:2]1[CH:7]=[CH:6][CH:5]=[CH:4][CH:3]=1.Cl.[NH2:24][CH2:25][C:26](=[O:35])[CH2:27][C:28]1[CH:33]=[CH:32][C:31]([Cl:34])=[CH:30][CH:29]=1, predict the reaction product. The product is: [Cl:34][C:31]1[CH:30]=[CH:29][C:28]([CH2:27][C:26](=[O:35])[CH2:25][NH:24][C:20]([C:10]2[N:11]=[C:12]3[N:18]([CH3:19])[CH:17]=[CH:16][N:13]3[C:14](=[O:15])[C:9]=2[O:8][CH2:1][C:2]2[CH:3]=[CH:4][CH:5]=[CH:6][CH:7]=2)=[O:21])=[CH:33][CH:32]=1.